This data is from Catalyst prediction with 721,799 reactions and 888 catalyst types from USPTO. The task is: Predict which catalyst facilitates the given reaction. (1) Reactant: [Cl:1][C:2]1[CH:3]=[C:4]([C:9]2([C:26]([F:29])([F:28])[F:27])[O:13][N:12]=[C:11]([C:14]3[C:23]4[C:18](=[CH:19][CH:20]=[CH:21][CH:22]=4)[C:17]([CH:24]=O)=[CH:16][CH:15]=3)[CH2:10]2)[CH:5]=[C:6]([Cl:8])[CH:7]=1.[CH:30]1([C:33]([NH2:35])=[O:34])[CH2:32][CH2:31]1.FC(F)(F)C(O)=O.C([SiH](CC)CC)C. Product: [Cl:1][C:2]1[CH:3]=[C:4]([C:9]2([C:26]([F:28])([F:27])[F:29])[O:13][N:12]=[C:11]([C:14]3[C:23]4[C:18](=[CH:19][CH:20]=[CH:21][CH:22]=4)[C:17]([CH2:24][NH:35][C:33]([CH:30]4[CH2:32][CH2:31]4)=[O:34])=[CH:16][CH:15]=3)[CH2:10]2)[CH:5]=[C:6]([Cl:8])[CH:7]=1. The catalyst class is: 11. (2) Reactant: Br[CH2:2][CH2:3][C:4]1[CH:9]=[CH:8][CH:7]=[CH:6][CH:5]=1.[CH2:10]([CH2:12][NH2:13])[OH:11]. Product: [CH2:2]([NH:13][CH2:12][CH2:10][OH:11])[CH2:3][C:4]1[CH:9]=[CH:8][CH:7]=[CH:6][CH:5]=1. The catalyst class is: 8. (3) Reactant: [OH:1][CH2:2][C:3]1[C:11]2[O:10][N:9]=[C:8]([CH3:12])[C:7]=2[CH:6]=[CH:5][C:4]=1[OH:13].C(=O)([O-])[O-].[K+].[K+].[F:20][C:21]1[CH:28]=[CH:27][C:24]([CH2:25]Br)=[CH:23][CH:22]=1.CCCCCCC.COC(C)(C)C. Product: [F:20][C:21]1[CH:28]=[CH:27][C:24]([CH2:25][O:13][C:4]2[CH:5]=[CH:6][C:7]3[C:8]([CH3:12])=[N:9][O:10][C:11]=3[C:3]=2[CH2:2][OH:1])=[CH:23][CH:22]=1. The catalyst class is: 21. (4) Reactant: [OH-].[Li+].[F:3][C:4]1[CH:9]=[CH:8][C:7]([C:10]([NH:12][C:13]2([C:20]([O:22]C)=[O:21])[CH2:19][CH2:18][CH2:17][CH2:16][CH2:15][CH2:14]2)=[O:11])=[C:6]([NH:24][C:25]([NH:27][C:28]2[C:33]([CH3:34])=[CH:32][C:31]([CH3:35])=[CH:30][C:29]=2[CH3:36])=[O:26])[CH:5]=1.CO.O. Product: [F:3][C:4]1[CH:9]=[CH:8][C:7]([C:10]([NH:12][C:13]2([C:20]([OH:22])=[O:21])[CH2:19][CH2:18][CH2:17][CH2:16][CH2:15][CH2:14]2)=[O:11])=[C:6]([NH:24][C:25]([NH:27][C:28]2[C:29]([CH3:36])=[CH:30][C:31]([CH3:35])=[CH:32][C:33]=2[CH3:34])=[O:26])[CH:5]=1. The catalyst class is: 1. (5) Reactant: [CH3:1][C@H:2]([CH2:8][CH2:9][CH2:10][CH3:11])[CH2:3][CH2:4][C:5]([OH:7])=O.[C:12](Cl)(=[O:16])[C:13](Cl)=O.[O:18]1[CH2:22][CH2:21][NH:20][C:19]1=O.[CH2:24]([Li])[CH2:25][CH2:26][CH3:27].[CH2:29](Cl)Cl. Product: [CH3:22][C@@H:21]1[C@H:12]([C:13]2[CH:29]=[CH:24][CH:25]=[CH:26][CH:27]=2)[O:16][C:19](=[O:18])[N:20]1[C:5](=[O:7])[CH2:4][CH2:3][C@H:2]([CH3:1])[CH2:8][CH2:9][CH2:10][CH3:11]. The catalyst class is: 198. (6) Reactant: [NH:1]1[CH2:6][CH2:5][O:4][CH2:3][CH2:2]1.[C:7]([O:11][CH3:12])(=O)[CH2:8][OH:9].[C:13]([O:17][C:18]([N:20]1[CH2:25][CH2:24][CH:23]([C:26]2[C:35]3[C:30](=[CH:31]C(F)=[CH:33][CH:34]=3)[N:29]=[CH:28][N:27]=2)[CH2:22][CH2:21]1)=[O:19])([CH3:16])([CH3:15])[CH3:14]. Product: [C:13]([O:17][C:18]([N:20]1[CH2:25][CH2:24][CH:23]([C:26]2[C:35]3[C:30](=[CH:31][C:12]([O:11][CH2:7][C:8]([N:1]4[CH2:6][CH2:5][O:4][CH2:3][CH2:2]4)=[O:9])=[CH:33][CH:34]=3)[N:29]=[CH:28][N:27]=2)[CH2:22][CH2:21]1)=[O:19])([CH3:16])([CH3:15])[CH3:14]. The catalyst class is: 308. (7) Reactant: CCN(C(C)C)C(C)C.OC(C(F)(F)F)=O.[NH2:17][CH2:18][C:19]([N:21]1[CH2:26][CH2:25][N:24]([C:27](=[O:38])[C:28]2[CH:33]=[CH:32][CH:31]=[CH:30][C:29]=2[C:34]([F:37])([F:36])[F:35])[CH2:23][CH2:22]1)=[O:20].C1C=CC2N(O)N=NC=2C=1.CCN=C=NCCCN(C)C.Cl.[F:61][C:62]([F:73])([F:72])[C:63]1[CH:71]=[CH:70][C:66]([C:67](O)=[O:68])=[CH:65][CH:64]=1. Product: [O:20]=[C:19]([N:21]1[CH2:22][CH2:23][N:24]([C:27](=[O:38])[C:28]2[CH:33]=[CH:32][CH:31]=[CH:30][C:29]=2[C:34]([F:37])([F:35])[F:36])[CH2:25][CH2:26]1)[CH2:18][NH:17][C:67](=[O:68])[C:66]1[CH:70]=[CH:71][C:63]([C:62]([F:61])([F:72])[F:73])=[CH:64][CH:65]=1. The catalyst class is: 18. (8) Reactant: Br[C:2]1[CH:3]=[N:4][CH:5]=[C:6]2[C:11]=1[N:10]=[C:9]([OH:12])[CH:8]=[CH:7]2.[CH3:13][N:14]1[CH:18]=[C:17]([C:19]2[CH:24]=[CH:23][C:22](B3OC(C)(C)C(C)(C)O3)=[CH:21][CH:20]=2)[CH:16]=[N:15]1.C(=O)([O-])[O-].[Na+].[Na+].O. Product: [CH3:13][N:14]1[CH:18]=[C:17]([C:19]2[CH:20]=[CH:21][C:22]([C:2]3[CH:3]=[N:4][CH:5]=[C:6]4[C:11]=3[N:10]=[C:9]([OH:12])[CH:8]=[CH:7]4)=[CH:23][CH:24]=2)[CH:16]=[N:15]1. The catalyst class is: 10. (9) Reactant: [Mg].Br[C:3]1[CH:4]=[C:5]([CH2:8][O:9][Si:10]([C:13]([CH3:16])([CH3:15])[CH3:14])([CH3:12])[CH3:11])[S:6][CH:7]=1.[Br:17][C:18]1[CH:19]=[C:20]([CH:23]=[CH:24][CH:25]=1)[CH:21]=[O:22]. Product: [Br:17][C:18]1[CH:19]=[C:20]([CH:21]([C:3]2[CH:4]=[C:5]([CH2:8][O:9][Si:10]([C:13]([CH3:16])([CH3:15])[CH3:14])([CH3:12])[CH3:11])[S:6][CH:7]=2)[OH:22])[CH:23]=[CH:24][CH:25]=1. The catalyst class is: 1.